This data is from Full USPTO retrosynthesis dataset with 1.9M reactions from patents (1976-2016). The task is: Predict the reactants needed to synthesize the given product. (1) Given the product [N+:1]([C:4]1[CH:5]=[C:6]2[C:10](=[CH:11][CH:12]=1)[NH:9][CH:8]=[C:7]2[C:18]#[N:17])([O-:3])=[O:2], predict the reactants needed to synthesize it. The reactants are: [N+:1]([C:4]1[CH:5]=[C:6]2[C:10](=[CH:11][CH:12]=1)[NH:9][CH:8]=[CH:7]2)([O-:3])=[O:2].ClS([N:17]=[C:18]=O)(=O)=O. (2) Given the product [C@:1]12([CH3:28])[C:7]([CH3:9])([CH3:8])[CH:4]([CH2:5][CH2:6]1)[CH2:3][CH:2]2[C:10]([O:12][CH:13]([C:18]1[CH:23]=[CH:22][C:21]([I:24])=[CH:20][C:19]=1[N+:25]([O-:27])=[O:26])[CH:14]([CH3:15])[CH3:16])=[O:11], predict the reactants needed to synthesize it. The reactants are: [C@:1]12([CH3:28])[C:7]([CH3:9])([CH3:8])[CH:4]([CH2:5][CH2:6]1)[CH2:3][CH:2]2[C:10]([O:12][CH:13]([C:18]1[CH:23]=[CH:22][C:21]([I:24])=[CH:20][C:19]=1[N+:25]([O-:27])=[O:26])[C:14](C)([CH3:16])[CH3:15])=[O:11]. (3) Given the product [CH2:1]([N:8]1[C:12]2[N:13]=[C:14]([C:18]([CH3:21])([CH3:20])[CH3:19])[N:15]=[C:16]([N:34]3[CH2:38][CH2:37][C@H:36]([OH:39])[CH2:35]3)[C:11]=2[N:10]=[N:9]1)[C:2]1[CH:7]=[CH:6][CH:5]=[CH:4][CH:3]=1, predict the reactants needed to synthesize it. The reactants are: [CH2:1]([N:8]1[C:12]2[N:13]=[C:14]([C:18]([CH3:21])([CH3:20])[CH3:19])[N:15]=[C:16](Cl)[C:11]=2[N:10]=[N:9]1)[C:2]1[CH:7]=[CH:6][CH:5]=[CH:4][CH:3]=1.C(#N)C.C(N(C(C)C)C(C)C)C.[NH:34]1[CH2:38][CH2:37][C@H:36]([OH:39])[CH2:35]1. (4) Given the product [CH:41]1([NH:44][C:29]([C:26]2[CH:27]=[CH:28][C:23]([C:15]3[CH:16]=[C:17]([OH:22])[C:18]([O:20][CH3:21])=[CH:19][C:14]=3[CH:9]3[CH:8]4[CH2:34][C:35]5[C:40]([CH:7]4[C:6]4[C:11](=[CH:12][CH:13]=[C:4]([C:1](=[NH:2])[NH2:3])[CH:5]=4)[NH:10]3)=[CH:39][CH:38]=[CH:37][CH:36]=5)=[C:24]([O:32][CH3:33])[CH:25]=2)=[O:30])[CH2:43][CH2:42]1, predict the reactants needed to synthesize it. The reactants are: [C:1]([C:4]1[CH:5]=[C:6]2[C:11](=[CH:12][CH:13]=1)[NH:10][CH:9]([C:14]1[CH:19]=[C:18]([O:20][CH3:21])[C:17]([OH:22])=[CH:16][C:15]=1[C:23]1[CH:28]=[CH:27][C:26]([C:29](O)=[O:30])=[CH:25][C:24]=1[O:32][CH3:33])[CH:8]1[CH2:34][C:35]3[C:40]([CH:7]21)=[CH:39][CH:38]=[CH:37][CH:36]=3)(=[NH:3])[NH2:2].[CH:41]1([NH2:44])[CH2:43][CH2:42]1. (5) The reactants are: Br[C:2]1[N:3]=[C:4]([S:11]([CH2:14][C:15]2[CH:20]=[CH:19][C:18]([Cl:21])=[CH:17][CH:16]=2)(=[O:13])=[O:12])[C:5](=[O:10])[N:6]([CH2:8][CH3:9])[CH:7]=1.[C:22]1(B(O)O)[CH:27]=[CH:26][CH:25]=[CH:24][CH:23]=1.C(=O)([O-])[O-].[Cs+].[Cs+].O. Given the product [Cl:21][C:18]1[CH:19]=[CH:20][C:15]([CH2:14][S:11]([C:4]2[C:5](=[O:10])[N:6]([CH2:8][CH3:9])[CH:7]=[C:2]([C:22]3[CH:27]=[CH:26][CH:25]=[CH:24][CH:23]=3)[N:3]=2)(=[O:13])=[O:12])=[CH:16][CH:17]=1, predict the reactants needed to synthesize it. (6) Given the product [NH4+:9].[OH-:23].[CH2:40]([N:39]([CH2:42][CH3:43])[CH2:38][CH2:37][CH2:36][NH:35][C:16]1[N:17]=[C:18]([C:19]2[CH:20]=[C:21]([CH:26]=[CH:27][C:28]=2[CH3:29])[C:22]([NH:24][CH3:25])=[O:23])[C:13]2[CH2:12][NH:11][C:10](=[O:34])[N:9]([C:3]3[C:2]([F:1])=[CH:7][CH:6]=[CH:5][C:4]=3[F:8])[C:14]=2[N:15]=1)[CH3:41], predict the reactants needed to synthesize it. The reactants are: [F:1][C:2]1[CH:7]=[CH:6][CH:5]=[C:4]([F:8])[C:3]=1[N:9]1[C:14]2[N:15]=[C:16](S(C)(=O)=O)[N:17]=[C:18]([C:19]3[CH:20]=[C:21]([CH:26]=[CH:27][C:28]=3[CH3:29])[C:22]([NH:24][CH3:25])=[O:23])[C:13]=2[CH2:12][NH:11][C:10]1=[O:34].[NH2:35][CH2:36][CH2:37][CH2:38][N:39]([CH2:42][CH3:43])[CH2:40][CH3:41]. (7) Given the product [CH3:3][O:4][C:5]1[CH:17]=[CH:16][C:8]([CH2:9][CH:10]2[CH2:15][CH2:14][S:13][CH2:12][CH2:11]2)=[C:7]([CH:6]=1)[NH2:18], predict the reactants needed to synthesize it. The reactants are: [BH4-].[Na+].[CH3:3][O:4][C:5]1[CH:17]=[CH:16][C:8]([CH:9]=[C:10]2[CH2:15][CH2:14][S:13][CH2:12][CH2:11]2)=[C:7]([N+:18]([O-])=O)[CH:6]=1.Cl.